This data is from Forward reaction prediction with 1.9M reactions from USPTO patents (1976-2016). The task is: Predict the product of the given reaction. (1) Given the reactants [C:1]1([C:7](=O)[CH2:8][CH:9]([C:12]#[N:13])[C:10]#[N:11])[CH:6]=[CH:5][CH:4]=[CH:3][CH:2]=1.C(N(CC)CC)C.[N+:22]([C:25]1[CH:30]=[CH:29][C:28]([SH:31])=[CH:27][CH:26]=1)([O-:24])=[O:23], predict the reaction product. The product is: [N+:22]([C:25]1[CH:30]=[CH:29][C:28]([S:31][C:10]2[NH:11][C:7]([C:1]3[CH:6]=[CH:5][CH:4]=[CH:3][CH:2]=3)=[CH:8][C:9]=2[C:12]#[N:13])=[CH:27][CH:26]=1)([O-:24])=[O:23]. (2) Given the reactants [NH2:1][N:2]1[N:11]=[C:10]([N:12]2[CH2:17][CH2:16][S:15][CH2:14][CH2:13]2)[C:9]2[C:4](=[CH:5][CH:6]=[CH:7][CH:8]=2)[C:3]1=[O:18].[F:19][C:20]1[CH:21]=[C:22]([CH2:27][C:28](O)=[O:29])[CH:23]=[C:24]([F:26])[CH:25]=1, predict the reaction product. The product is: [F:19][C:20]1[CH:21]=[C:22]([CH2:27][C:28]([NH:1][N:2]2[N:11]=[C:10]([N:12]3[CH2:13][CH2:14][S:15][CH2:16][CH2:17]3)[C:9]3[C:4](=[CH:5][CH:6]=[CH:7][CH:8]=3)[C:3]2=[O:18])=[O:29])[CH:23]=[C:24]([F:26])[CH:25]=1. (3) Given the reactants [C:1](Cl)(=[O:9])[CH2:2][CH2:3][CH2:4][CH2:5][CH2:6][CH2:7][CH3:8].[S:11]1[CH:15]=[CH:14][CH:13]=[C:12]1[C:16](Cl)=O.C([N:26]1[C:38]2[CH:37]=[CH:36]C=[CH:34][C:33]=2[C:32]2[C:27]1=[CH:28][CH:29]=[CH:30][CH:31]=2)C1C=CC=CC=1, predict the reaction product. The product is: [C:1]([C:30]1[CH:31]=[C:32]2[C:27](=[CH:28][CH:29]=1)[NH:26][C:38]1[CH:37]=[CH:36][C:16]([C:12]3[S:11][CH:15]=[CH:14][CH:13]=3)=[CH:34][C:33]2=1)(=[O:9])[CH2:2][CH2:3][CH2:4][CH2:5][CH2:6][CH2:7][CH3:8]. (4) Given the reactants [CH3:1][C:2]1[N:3]=[CH:4][NH:5][C:6]=1[C:7]([O:9][CH2:10][CH3:11])=[O:8].[Br:12]N1C(=O)CCC1=O, predict the reaction product. The product is: [Br:12][C:4]1[NH:5][C:6]([C:7]([O:9][CH2:10][CH3:11])=[O:8])=[C:2]([CH3:1])[N:3]=1. (5) Given the reactants [Si:1]([O:8][CH2:9][C:10](N(OC)C)=[O:11])([C:4]([CH3:7])([CH3:6])[CH3:5])([CH3:3])[CH3:2].[Cl:16][C:17]1[CH:22]=[CH:21][C:20]([Mg]Br)=[CH:19][C:18]=1[F:25].[NH4+].[Cl-], predict the reaction product. The product is: [Si:1]([O:8][CH2:9][C:10]([C:20]1[CH:21]=[CH:22][C:17]([Cl:16])=[C:18]([F:25])[CH:19]=1)=[O:11])([C:4]([CH3:7])([CH3:6])[CH3:5])([CH3:3])[CH3:2]. (6) Given the reactants [CH2:1]([O:3][C:4]1[CH:13]=[CH:12][C:7]2[N:8]=[C:9]([NH2:11])[S:10][C:6]=2[CH:5]=1)[CH3:2].[F:14][C:15]1[CH:16]=[C:17]([CH:21]=[C:22]([C:24]([F:27])([F:26])[F:25])[CH:23]=1)[C:18](Cl)=[O:19].Br[CH:29]([CH2:34][CH3:35])[C:30]([O:32]C)=[O:31].COC1C=CC2N=C(N)SC=2C=1.ClC1C=C(C=CC=1)C(Cl)=O.BrCC(OCC)=O, predict the reaction product. The product is: [CH2:1]([O:3][C:4]1[CH:13]=[CH:12][C:7]2[N:8]([CH:29]([CH2:34][CH3:35])[C:30]([OH:32])=[O:31])[C:9](=[N:11][C:18](=[O:19])[C:17]3[CH:21]=[C:22]([C:24]([F:27])([F:26])[F:25])[CH:23]=[C:15]([F:14])[CH:16]=3)[S:10][C:6]=2[CH:5]=1)[CH3:2]. (7) Given the reactants C[O:2][C:3](=[O:22])[C@H:4]([CH2:12][C:13]1[CH:18]=[C:17](I)[C:16]([OH:20])=[C:15](I)[CH:14]=1)[NH:5]C(=O)C(F)(F)F.[IH2+].N12[CH2:34][CH2:33][CH2:32][CH2:31][CH:30]1[CH2:29]CCCN2.C[OH:36], predict the reaction product. The product is: [NH2:5][C@H:4]([C:3]([OH:2])=[O:22])[CH2:12][C:13]1[CH:14]=[CH:15][C:16]([O:20][C:33]2[CH:34]=[CH:29][C:30]([OH:36])=[CH:31][CH:32]=2)=[CH:17][CH:18]=1. (8) Given the reactants [Cl:1][C:2]1[CH:3]=[C:4]([CH:28]=[CH:29][C:30]=1[Cl:31])[CH2:5][N:6]1[CH2:11][CH2:10][O:9][C@@H:8]([CH2:12][NH:13][C:14](=[O:27])[CH2:15][S:16][C:17]2[S:18][CH:19]=[C:20]([C:22](OCC)=[O:23])[N:21]=2)[CH2:7]1.[BH4-].[Na+].[Cl-].[Li+].O, predict the reaction product. The product is: [Cl:1][C:2]1[CH:3]=[C:4]([CH:28]=[CH:29][C:30]=1[Cl:31])[CH2:5][N:6]1[CH2:11][CH2:10][O:9][C@@H:8]([CH2:12][NH:13][C:14](=[O:27])[CH2:15][S:16][C:17]2[S:18][CH:19]=[C:20]([CH2:22][OH:23])[N:21]=2)[CH2:7]1. (9) Given the reactants CC([N:5]([C:9]1[S:10][C:11]([Cl:21])=[C:12]([C:14]2[N:18]([CH3:19])[N:17]=[CH:16][C:15]=2[Cl:20])[CH:13]=1)C(=O)[O-])(C)C.Cl, predict the reaction product. The product is: [Cl:21][C:11]1[S:10][C:9]([NH2:5])=[CH:13][C:12]=1[C:14]1[N:18]([CH3:19])[N:17]=[CH:16][C:15]=1[Cl:20].